This data is from Forward reaction prediction with 1.9M reactions from USPTO patents (1976-2016). The task is: Predict the product of the given reaction. Given the reactants [CH2:1]([C@H:3]1[C@@H:7]([C:8]([NH:10][NH:11][C:12]2[N:13]=[C:14]3[CH:20]=[CH:19][N:18]([S:21]([C:24]4[CH:30]=[CH:29][C:27]([CH3:28])=[CH:26][CH:25]=4)(=[O:23])=[O:22])[C:15]3=[N:16][CH:17]=2)=O)[CH2:6][C@@H:5]([NH:31][C:32](=[O:34])[CH3:33])[CH2:4]1)[CH3:2].S(Cl)(Cl)=O.C([O-])(O)=O.[Na+].CCOC(C)=O, predict the reaction product. The product is: [CH2:1]([C@H:3]1[C@@H:7]([C:8]2[N:13]3[C:14]4[CH:20]=[CH:19][N:18]([S:21]([C:24]5[CH:30]=[CH:29][C:27]([CH3:28])=[CH:26][CH:25]=5)(=[O:22])=[O:23])[C:15]=4[N:16]=[CH:17][C:12]3=[N:11][N:10]=2)[CH2:6][C@@H:5]([NH:31][C:32](=[O:34])[CH3:33])[CH2:4]1)[CH3:2].